This data is from Catalyst prediction with 721,799 reactions and 888 catalyst types from USPTO. The task is: Predict which catalyst facilitates the given reaction. (1) Product: [F:54][C:55]([F:75])([F:74])[S:56]([O:38][C:35]1[CH:36]=[CH:37][C:32]([CH2:31][CH2:30][N:22]([CH2:21][C@@H:20]([C:12]2[CH:11]=[CH:10][C:9]([O:8][CH2:1][C:2]3[CH:3]=[CH:4][CH:5]=[CH:6][CH:7]=3)=[C:18]3[C:13]=2[CH:14]=[CH:15][C:16](=[O:19])[NH:17]3)[O:39][Si:40]([C:43]([CH3:46])([CH3:45])[CH3:44])([CH3:41])[CH3:42])[C:23]([O:24][C:25]([CH3:26])([CH3:28])[CH3:27])=[O:29])=[CH:33][CH:34]=1)(=[O:58])=[O:57]. Reactant: [CH2:1]([O:8][C:9]1[CH:10]=[CH:11][C:12]([C@@H:20]([O:39][Si:40]([C:43]([CH3:46])([CH3:45])[CH3:44])([CH3:42])[CH3:41])[CH2:21][N:22]([CH2:30][CH2:31][C:32]2[CH:37]=[CH:36][C:35]([OH:38])=[CH:34][CH:33]=2)[C:23](=[O:29])[O:24][C:25]([CH3:28])([CH3:27])[CH3:26])=[C:13]2[C:18]=1[NH:17][C:16](=[O:19])[CH:15]=[CH:14]2)[C:2]1[CH:7]=[CH:6][CH:5]=[CH:4][CH:3]=1.C(N(CC)CC)C.[F:54][C:55]([F:75])([F:74])[S:56](N(C1C=CC(Cl)=CN=1)[S:56]([C:55]([F:75])([F:74])[F:54])(=[O:58])=[O:57])(=[O:58])=[O:57]. The catalyst class is: 2. (2) The catalyst class is: 14. Reactant: [NH2:1][C:2]1[CH:3]=[C:4]([CH:8]=[CH:9][C:10]=1[NH:11][CH2:12][CH3:13])[C:5]([OH:7])=[O:6].[C:14](OCC)(OCC)(OCC)[CH3:15]. Product: [CH2:12]([N:11]1[C:10]2[CH:9]=[CH:8][C:4]([C:5]([OH:7])=[O:6])=[CH:3][C:2]=2[N:1]=[C:14]1[CH3:15])[CH3:13]. (3) Reactant: [P:1]([O-:13])([O:8][C:9]([CH3:12])([CH3:11])[CH3:10])([O:3][C:4]([CH3:7])([CH3:6])[CH3:5])=[O:2].[Cl:14][CH2:15]I. Product: [P:1]([O:13][CH2:15][Cl:14])([O:3][C:4]([CH3:6])([CH3:7])[CH3:5])([O:8][C:9]([CH3:12])([CH3:11])[CH3:10])=[O:2]. The catalyst class is: 48.